This data is from Reaction yield outcomes from USPTO patents with 853,638 reactions. The task is: Predict the reaction yield, written as a fraction of the theoretical maximum amount of product (1.0 means a 100% yield; for example, 0.34 means a 34% yield). The reactants are [F:1][C:2]1[CH:3]=[C:4]([N+:9]([O-:11])=[O:10])[CH:5]=[CH:6][C:7]=1F.[CH3:12][N:13]1[CH2:18][CH2:17][NH:16][CH2:15][CH2:14]1.C(=O)([O-])[O-].[K+].[K+]. The catalyst is CS(C)=O. The product is [F:1][C:2]1[CH:3]=[C:4]([N+:9]([O-:11])=[O:10])[CH:5]=[CH:6][C:7]=1[N:16]1[CH2:17][CH2:18][N:13]([CH3:12])[CH2:14][CH2:15]1. The yield is 0.680.